This data is from Full USPTO retrosynthesis dataset with 1.9M reactions from patents (1976-2016). The task is: Predict the reactants needed to synthesize the given product. (1) Given the product [CH:27]([C:24]1[CH:25]=[CH:26][C:21]([O:20][C:18]2[N:17]=[C:16]([O:31][C:32]3[CH:33]=[CH:34][C:35]([O:38][CH3:39])=[CH:36][CH:37]=3)[N:15]=[C:14]([NH:13][C:9]3[CH:8]=[C:7]([CH:12]=[CH:11][CH:10]=3)[C:6]([OH:40])=[O:5])[N:19]=2)=[C:22]([O:29][CH3:30])[CH:23]=1)=[O:28], predict the reactants needed to synthesize it. The reactants are: C([O:5][C:6](=[O:40])[C:7]1[CH:12]=[CH:11][CH:10]=[C:9]([NH:13][C:14]2[N:19]=[C:18]([O:20][C:21]3[CH:26]=[CH:25][C:24]([CH:27]=[O:28])=[CH:23][C:22]=3[O:29][CH3:30])[N:17]=[C:16]([O:31][C:32]3[CH:37]=[CH:36][C:35]([O:38][CH3:39])=[CH:34][CH:33]=3)[N:15]=2)[CH:8]=1)(C)(C)C.CCOCC.CCCCCC. (2) The reactants are: I[C:2]1[CH:7]=[CH:6][N:5]=[CH:4][C:3]=1[NH:8][CH2:9][C:10]([F:13])([F:12])[F:11].[F:14][C:15]1[CH:20]=[CH:19][CH:18]=[C:17]([O:21][CH3:22])[C:16]=1B(O)O. Given the product [F:14][C:15]1[CH:20]=[CH:19][CH:18]=[C:17]([O:21][CH3:22])[C:16]=1[C:2]1[CH:7]=[CH:6][N:5]=[CH:4][C:3]=1[NH:8][CH2:9][C:10]([F:13])([F:12])[F:11], predict the reactants needed to synthesize it.